From a dataset of Forward reaction prediction with 1.9M reactions from USPTO patents (1976-2016). Predict the product of the given reaction. (1) Given the reactants [Br:1][C:2]1[CH:7]=[CH:6][C:5]([CH2:8]Br)=[CH:4][C:3]=1[CH3:10].[C:11]([C:13]1[CH:18]=[CH:17][C:16](B(O)O)=[CH:15][CH:14]=1)#[N:12].C(O[K])(C)=O.O, predict the reaction product. The product is: [Br:1][C:2]1[CH:7]=[CH:6][C:5]([CH2:8][C:16]2[CH:17]=[CH:18][C:13]([C:11]#[N:12])=[CH:14][CH:15]=2)=[CH:4][C:3]=1[CH3:10]. (2) Given the reactants [NH2:1][C:2]1[CH:3]=[CH:4][C:5]([O:29][CH3:30])=[C:6]([CH:28]=1)[CH2:7][N:8]1[CH2:13][CH2:12][C:11](=[O:14])[CH:10]([CH:15]([C:22]2[CH:27]=[CH:26][CH:25]=[CH:24][CH:23]=2)[C:16]2[CH:21]=[CH:20][CH:19]=[CH:18][CH:17]=2)[CH2:9]1.N1C=CC=CC=1.[CH2:37]([S:39](Cl)(=[O:41])=[O:40])[CH3:38], predict the reaction product. The product is: [CH:15]([CH:10]1[C:11](=[O:14])[CH2:12][CH2:13][N:8]([CH2:7][C:6]2[CH:28]=[C:2]([NH:1][S:39]([CH2:37][CH3:38])(=[O:41])=[O:40])[CH:3]=[CH:4][C:5]=2[O:29][CH3:30])[CH2:9]1)([C:22]1[CH:27]=[CH:26][CH:25]=[CH:24][CH:23]=1)[C:16]1[CH:21]=[CH:20][CH:19]=[CH:18][CH:17]=1.